This data is from Peptide-MHC class I binding affinity with 185,985 pairs from IEDB/IMGT. The task is: Regression. Given a peptide amino acid sequence and an MHC pseudo amino acid sequence, predict their binding affinity value. This is MHC class I binding data. (1) The peptide sequence is LTILDDNLYK. The MHC is HLA-A31:01 with pseudo-sequence HLA-A31:01. The binding affinity (normalized) is 0.184. (2) The MHC is H-2-Db with pseudo-sequence H-2-Db. The binding affinity (normalized) is 0.943. The peptide sequence is SAISNLEQL. (3) The peptide sequence is RTLFQQMRDVL. The binding affinity (normalized) is 0. The MHC is HLA-A02:06 with pseudo-sequence HLA-A02:06. (4) The peptide sequence is SIMKNTTNTR. The MHC is HLA-A31:01 with pseudo-sequence HLA-A31:01. The binding affinity (normalized) is 0.398. (5) The peptide sequence is AAKKKGASL. The MHC is HLA-B08:01 with pseudo-sequence HLA-B08:01. The binding affinity (normalized) is 0.466. (6) The MHC is Mamu-A2601 with pseudo-sequence Mamu-A2601. The peptide sequence is YHSNVKEL. The binding affinity (normalized) is 0.